From a dataset of NCI-60 drug combinations with 297,098 pairs across 59 cell lines. Regression. Given two drug SMILES strings and cell line genomic features, predict the synergy score measuring deviation from expected non-interaction effect. (1) Drug 1: CC1=C(C=C(C=C1)NC2=NC=CC(=N2)N(C)C3=CC4=NN(C(=C4C=C3)C)C)S(=O)(=O)N.Cl. Drug 2: C(CCl)NC(=O)N(CCCl)N=O. Cell line: NCI-H522. Synergy scores: CSS=1.57, Synergy_ZIP=-1.11, Synergy_Bliss=-2.43, Synergy_Loewe=-6.28, Synergy_HSA=-4.36. (2) Drug 1: CC1=CC=C(C=C1)C2=CC(=NN2C3=CC=C(C=C3)S(=O)(=O)N)C(F)(F)F. Drug 2: C1CN1C2=NC(=NC(=N2)N3CC3)N4CC4. Cell line: TK-10. Synergy scores: CSS=7.78, Synergy_ZIP=-5.43, Synergy_Bliss=-2.49, Synergy_Loewe=-7.70, Synergy_HSA=-1.99. (3) Drug 1: CC(CN1CC(=O)NC(=O)C1)N2CC(=O)NC(=O)C2. Drug 2: CN(CC1=CN=C2C(=N1)C(=NC(=N2)N)N)C3=CC=C(C=C3)C(=O)NC(CCC(=O)O)C(=O)O. Cell line: K-562. Synergy scores: CSS=45.5, Synergy_ZIP=-0.803, Synergy_Bliss=-3.42, Synergy_Loewe=0.309, Synergy_HSA=1.79. (4) Drug 1: C1CCC(C1)C(CC#N)N2C=C(C=N2)C3=C4C=CNC4=NC=N3. Drug 2: C1=CN(C(=O)N=C1N)C2C(C(C(O2)CO)O)O.Cl. Cell line: TK-10. Synergy scores: CSS=33.8, Synergy_ZIP=-2.99, Synergy_Bliss=2.10, Synergy_Loewe=-11.8, Synergy_HSA=4.32. (5) Synergy scores: CSS=50.4, Synergy_ZIP=1.29, Synergy_Bliss=3.89, Synergy_Loewe=0.699, Synergy_HSA=4.81. Cell line: SW-620. Drug 1: CCN(CC)CCNC(=O)C1=C(NC(=C1C)C=C2C3=C(C=CC(=C3)F)NC2=O)C. Drug 2: CCCCC(=O)OCC(=O)C1(CC(C2=C(C1)C(=C3C(=C2O)C(=O)C4=C(C3=O)C=CC=C4OC)O)OC5CC(C(C(O5)C)O)NC(=O)C(F)(F)F)O.